From a dataset of Orexin1 receptor HTS with 218,158 compounds and 233 confirmed actives. Binary Classification. Given a drug SMILES string, predict its activity (active/inactive) in a high-throughput screening assay against a specified biological target. (1) The compound is S=c1n(c(=O)c2c([nH]1)cc(C(=O)N1CCN(CC1)c1c(OC)cccc1)cc2)Cc1occc1. The result is 0 (inactive). (2) The drug is O=C/1c2c(C=CC1=N\Nc1cc(OC)ccc1)cccc2. The result is 0 (inactive). (3) The molecule is O=C1C(/CCC\C1=C\c1c(n(nc1)CC)C)=C\c1c(n(nc1)CC)C. The result is 0 (inactive). (4) The drug is S(=O)(=O)(N(c1c(OC)ccc(OC)c1)CC(=O)Nc1ccccc1)C. The result is 0 (inactive). (5) The drug is S(=O)(=O)(N(CC(=O)NCCc1c2c([nH]c1)cccc2)C)c1ccc(cc1)C. The result is 0 (inactive). (6) The compound is S1c2c(N(c3c1cccc3)C(=O)c1c(OC)cccc1)cccc2. The result is 0 (inactive).